Dataset: Forward reaction prediction with 1.9M reactions from USPTO patents (1976-2016). Task: Predict the product of the given reaction. (1) Given the reactants [F:1][C:2]1[CH:3]=[C:4]([C@@H:9]([CH:13]2[CH2:18][CH2:17][S:16](=[O:20])(=[O:19])[CH2:15][CH2:14]2)[CH2:10][CH2:11][OH:12])[CH:5]=[C:6]([F:8])[CH:7]=1.CC(OI1(OC(C)=O)(OC(C)=O)OC(=O)C2C=CC=CC1=2)=O, predict the reaction product. The product is: [F:8][C:6]1[CH:5]=[C:4]([C@@H:9]([CH:13]2[CH2:14][CH2:15][S:16](=[O:20])(=[O:19])[CH2:17][CH2:18]2)[CH2:10][CH:11]=[O:12])[CH:3]=[C:2]([F:1])[CH:7]=1. (2) Given the reactants [C:1]([O:5][C:6](=[O:23])[NH:7][C@@H:8]([C:17](=[O:22])N(OC)C)[CH2:9][C:10]1[CH:15]=[CH:14][CH:13]=[CH:12][C:11]=1[F:16])([CH3:4])([CH3:3])[CH3:2].[C:24]([NH:28][C:29](=[O:38])[C:30]1[C:35]([CH3:36])=[CH:34][CH:33]=[CH:32][C:31]=1[CH3:37])([CH3:27])([CH3:26])[CH3:25], predict the reaction product. The product is: [C:1]([O:5][C:6](=[O:23])[NH:7][C@H:8]([CH2:9][C:10]1[CH:15]=[CH:14][CH:13]=[CH:12][C:11]=1[F:16])[C:17](=[O:22])[CH2:36][C:35]1[CH:34]=[CH:33][CH:32]=[C:31]([CH3:37])[C:30]=1[C:29](=[O:38])[NH:28][C:24]([CH3:26])([CH3:25])[CH3:27])([CH3:2])([CH3:3])[CH3:4]. (3) Given the reactants [CH2:1]([Li])CCC.[CH2:6]([C:8]1[CH:13]=[CH:12][CH:11]=[CH:10][N:9]=1)[CH3:7].CI, predict the reaction product. The product is: [CH:6]([C:8]1[CH:13]=[CH:12][CH:11]=[CH:10][N:9]=1)([CH3:1])[CH3:7]. (4) Given the reactants CN(C)C[CH2:4][NH:5][C:6]([C@@H:8]([NH:20][C:21]([C:23]1[CH:42]=[CH:41][C:26]2[N:27]([CH:35]3[CH2:40][CH2:39][CH2:38][CH2:37][CH2:36]3)[C:28]([C:30]3[CH:34]=[CH:33][O:32][CH:31]=3)=[N:29][C:25]=2[CH:24]=1)=[O:22])[CH2:9][C:10]1[C:18]2[C:13](=[CH:14][CH:15]=[C:16]([OH:19])[CH:17]=2)[NH:12][CH:11]=1)=[O:7].[CH3:44][N:45]([CH2:47][CH2:48]CN)[CH3:46], predict the reaction product. The product is: [CH3:44][N:45]([CH3:46])[CH2:47][CH2:48][CH2:4][NH:5][C:6]([C@@H:8]([NH:20][C:21]([C:23]1[CH:42]=[CH:41][C:26]2[N:27]([CH:35]3[CH2:36][CH2:37][CH2:38][CH2:39][CH2:40]3)[C:28]([C:30]3[CH:34]=[CH:33][O:32][CH:31]=3)=[N:29][C:25]=2[CH:24]=1)=[O:22])[CH2:9][C:10]1[C:18]2[C:13](=[CH:14][CH:15]=[C:16]([OH:19])[CH:17]=2)[NH:12][CH:11]=1)=[O:7]. (5) Given the reactants Cl[C:2]1[CH:7]=[C:6]([C:8]2[CH:13]=[CH:12][CH:11]=[C:10]([Cl:14])[CH:9]=2)[N:5]=[C:4]([CH2:15][CH3:16])[N:3]=1.[NH2:17][C:18]1[CH:23]=[CH:22][C:21]([CH2:24][C:25]([NH2:27])=[O:26])=[CH:20][CH:19]=1.Cl.C([O-])(O)=O.[Na+], predict the reaction product. The product is: [Cl:14][C:10]1[CH:9]=[C:8]([C:6]2[N:5]=[C:4]([CH2:15][CH3:16])[N:3]=[C:2]([NH:17][C:18]3[CH:19]=[CH:20][C:21]([CH2:24][C:25]([NH2:27])=[O:26])=[CH:22][CH:23]=3)[CH:7]=2)[CH:13]=[CH:12][CH:11]=1. (6) Given the reactants [CH2:1]([C:3]1[CH:8]=[C:7]([CH3:9])[CH:6]=[C:5]([CH2:10][CH3:11])[C:4]=1[C:12](=[O:16])[C:13](O)=[O:14])[CH3:2].C1(C)C=CC=CC=1.S(Cl)([Cl:26])=O, predict the reaction product. The product is: [CH2:1]([C:3]1[CH:8]=[C:7]([CH3:9])[CH:6]=[C:5]([CH2:10][CH3:11])[C:4]=1[C:12](=[O:16])[C:13]([Cl:26])=[O:14])[CH3:2]. (7) Given the reactants [Cl:1][C:2]1[CH:7]=[CH:6][CH:5]=[C:4]([F:8])[C:3]=1[C:9]1[NH:10][C:11](=[O:22])[N:12]([C:14]2[CH:19]=[CH:18][C:17]([C:20]#[CH:21])=[CH:16][CH:15]=2)[N:13]=1.Br[C:24]1[CH:29]=[CH:28][C:27]([C:30]([F:33])([F:32])[F:31])=[CH:26][N:25]=1.CCCC[N+](CCCC)(CCCC)CCCC.[F-], predict the reaction product. The product is: [Cl:1][C:2]1[CH:7]=[CH:6][CH:5]=[C:4]([F:8])[C:3]=1[C:9]1[NH:10][C:11](=[O:22])[N:12]([C:14]2[CH:19]=[CH:18][C:17]([C:20]#[C:21][C:24]3[CH:29]=[CH:28][C:27]([C:30]([F:33])([F:32])[F:31])=[CH:26][N:25]=3)=[CH:16][CH:15]=2)[N:13]=1.